The task is: Predict the product of the given reaction.. This data is from Forward reaction prediction with 1.9M reactions from USPTO patents (1976-2016). (1) Given the reactants [CH2:1]([O:8][C:9]1[CH:23]=[CH:22][C:12]([O:13][C:14]2[CH:15]=[C:16]([CH:19]=[CH:20][CH:21]=2)[C:17]#N)=[CH:11][C:10]=1[CH3:24])[C:2]1[CH:7]=[CH:6][CH:5]=[CH:4][CH:3]=1.[OH-:25].[K+].[OH:27]O.[OH-].[Na+].Cl, predict the reaction product. The product is: [CH2:1]([O:8][C:9]1[CH:23]=[CH:22][C:12]([O:13][C:14]2[CH:15]=[C:16]([CH:19]=[CH:20][CH:21]=2)[C:17]([OH:27])=[O:25])=[CH:11][C:10]=1[CH3:24])[C:2]1[CH:7]=[CH:6][CH:5]=[CH:4][CH:3]=1. (2) Given the reactants C([O:3][C:4]([C:6]1[CH:10]=[C:9]([CH3:11])[N:8]([CH:12]([O:20][CH2:21][C:22]2[CH:27]=[CH:26][C:25]([Cl:28])=[CH:24][CH:23]=2)[C:13]2[CH:18]=[C:17]([Cl:19])[CH:16]=[CH:15][CH:14]=2)[N:7]=1)=O)C.[H-].[H-].[H-].[H-].[Li+].[Al+3].CCOCC.[OH-].[Na+], predict the reaction product. The product is: [Cl:19][C:17]1[CH:16]=[CH:15][CH:14]=[C:13]([CH:18]=1)[CH:12]([O:20][CH2:21][C:22]1[CH:23]=[CH:24][C:25]([Cl:28])=[CH:26][CH:27]=1)[N:8]1[C:9]([CH3:11])=[CH:10][C:6]([CH2:4][OH:3])=[N:7]1. (3) Given the reactants [Cl-].[C:2]([NH:5][C:6]1[S:7][CH:8]=[C:9]([CH2:11][P+](C2C=CC=CC=2)(C2C=CC=CC=2)C2C=CC=CC=2)[N:10]=1)(=[O:4])[CH3:3].[O:31]1[CH2:35][CH2:34][O:33][CH:32]1[C:36]1[S:40][C:39]([CH:41]=O)=[CH:38][C:37]=1[CH3:43], predict the reaction product. The product is: [O:31]1[CH2:35][CH2:34][O:33][CH:32]1[C:36]1[S:40][C:39]([CH:41]=[CH:11][C:9]2[N:10]=[C:6]([NH:5][C:2](=[O:4])[CH3:3])[S:7][CH:8]=2)=[CH:38][C:37]=1[CH3:43]. (4) Given the reactants C(Br)C.[Mg].[CH3:5][CH:6]([OH:9])[C:7]#[CH:8].[CH3:10][C:11]([CH3:18])([C:13](=[O:17])[CH2:14][CH2:15][CH3:16])[CH3:12], predict the reaction product. The product is: [C:11]([C:13]([OH:17])([CH2:14][CH2:15][CH3:16])[C:8]#[C:7][CH:6]([OH:9])[CH3:5])([CH3:18])([CH3:12])[CH3:10].